From a dataset of Full USPTO retrosynthesis dataset with 1.9M reactions from patents (1976-2016). Predict the reactants needed to synthesize the given product. (1) Given the product [CH:1]([O:4][C:5]1[N:10]=[C:9]([C:11]2[CH:12]=[C:13]3[C:17](=[CH:18][CH:19]=2)[NH:16][CH:15]=[C:14]3[C:20]([O:22][CH3:23])=[O:21])[CH:8]=[N:7][CH:6]=1)([CH3:3])[CH3:2], predict the reactants needed to synthesize it. The reactants are: [CH:1]([O:4][C:5]1[N:10]=[C:9]([C:11]2[CH:12]=[C:13]3[C:17](=[CH:18][CH:19]=2)[NH:16][CH:15]=[C:14]3[C:20]([OH:22])=[O:21])[CH:8]=[N:7][CH:6]=1)([CH3:3])[CH3:2].[C:23]([O-])([O-])=O.[K+].[K+].S(OC)(OC)(=O)=O. (2) Given the product [NH2:1][C:2]1[N:10]=[CH:9][N:8]=[C:7]2[C:3]=1[N:4]([C:17]1[CH:22]=[CH:21][C:20]([CH3:23])=[C:19]([O:24][CH3:25])[CH:18]=1)[C:5](=[O:16])[N:6]2[C@@H:11]1[CH2:15][CH2:14][N:13]([C:32](=[O:33])/[CH:31]=[CH:30]/[CH2:29][N:28]([CH3:35])[CH3:27])[CH2:12]1, predict the reactants needed to synthesize it. The reactants are: [NH2:1][C:2]1[N:10]=[CH:9][N:8]=[C:7]2[C:3]=1[N:4]([C:17]1[CH:22]=[CH:21][C:20]([CH3:23])=[C:19]([O:24][CH3:25])[CH:18]=1)[C:5](=[O:16])[N:6]2[C@@H:11]1[CH2:15][CH2:14][NH:13][CH2:12]1.Cl.[CH3:27][N:28]([CH3:35])[CH2:29]/[CH:30]=[CH:31]/[C:32](O)=[O:33].CCN(C(C)C)C(C)C.CN(C(ON1N=NC2C=CC=CC1=2)=[N+](C)C)C.F[P-](F)(F)(F)(F)F. (3) Given the product [CH3:35][CH:28]1[CH2:27][CH2:38][CH2:37][N:29]1[C:2]1[CH:3]=[N:4][N:5]2[CH2:10][CH2:9][N:8]([C:11]([O:13][C:14]([CH3:17])([CH3:16])[CH3:15])=[O:12])[CH2:7][C:6]=12, predict the reactants needed to synthesize it. The reactants are: I[C:2]1[CH:3]=[N:4][N:5]2[CH2:10][CH2:9][N:8]([C:11]([O:13][C:14]([CH3:17])([CH3:16])[CH3:15])=[O:12])[CH2:7][C:6]=12.[O-]P([O-])([O-])=O.[K+].[K+].[K+].C[C:27]1[CH:38]=[CH:37]C=[C:35](C)[C:28]=1[NH:29]C(=O)C(O)=O.Cl.CC1CCCN1.C([O-])([O-])=O.[K+].[K+]. (4) Given the product [N:13]1([C:10]([C:7]2[CH:8]=[C:9]3[C:4]([CH:3]=[CH:2][NH:1]3)=[CH:5][CH:6]=2)=[O:12])[CH2:18][CH2:17][CH2:16][C@@H:15]2[C:19]3[CH:20]=[CH:21][CH:22]=[CH:23][C:24]=3[CH2:25][C@H:14]12, predict the reactants needed to synthesize it. The reactants are: [NH:1]1[C:9]2[C:4](=[CH:5][CH:6]=[C:7]([C:10]([OH:12])=O)[CH:8]=2)[CH:3]=[CH:2]1.[NH:13]1[CH2:18][CH2:17][CH2:16][C@@H:15]2[C:19]3[CH:20]=[CH:21][CH:22]=[CH:23][C:24]=3[CH2:25][C@H:14]12.F[P-](F)(F)(F)(F)F.N1(OC(N(C)C)=[N+](C)C)C2N=CC=CC=2N=N1. (5) Given the product [Cl:1][CH2:2][CH2:3][CH2:4][CH:5]([C:9]1[CH:14]=[CH:13][C:12]([F:15])=[CH:11][CH:10]=1)[C:6](/[N:34]=[C:33](\[S:35][CH3:36])/[NH:32][C:29]1[CH:30]=[CH:31][C:26]([C:23]2[O:22][C:21]3=[CH:20][N:19]=[C:18]([CH3:17])[N:25]3[N:24]=2)=[CH:27][CH:28]=1)=[O:8], predict the reactants needed to synthesize it. The reactants are: [Cl:1][CH2:2][CH2:3][CH2:4][CH:5]([C:9]1[CH:14]=[CH:13][C:12]([F:15])=[CH:11][CH:10]=1)[C:6]([OH:8])=O.I.[CH3:17][C:18]1[N:25]2[C:21]([O:22][C:23]([C:26]3[CH:31]=[CH:30][C:29]([NH:32][C:33]([S:35][CH3:36])=[NH:34])=[CH:28][CH:27]=3)=[N:24]2)=[CH:20][N:19]=1.CCN=C=NCCCN(C)C.OP=O.CCN(C(C)C)C(C)C.